From a dataset of Reaction yield outcomes from USPTO patents with 853,638 reactions. Predict the reaction yield, written as a fraction of the theoretical maximum amount of product (1.0 means a 100% yield; for example, 0.34 means a 34% yield). (1) The yield is 0.960. The reactants are [CH3:1][C:2]1[N:3]([S:12]([C:15]2[CH:20]=[CH:19][CH:18]=[CH:17][CH:16]=2)(=[O:14])=[O:13])[CH:4]=[CH:5][C:6]=1[C:7](OCC)=[O:8].[H-].C([Al+]CC(C)C)C(C)C. The catalyst is C1(C)C=CC=CC=1. The product is [CH3:1][C:2]1[N:3]([S:12]([C:15]2[CH:20]=[CH:19][CH:18]=[CH:17][CH:16]=2)(=[O:13])=[O:14])[CH:4]=[CH:5][C:6]=1[CH2:7][OH:8]. (2) No catalyst specified. The yield is 0.610. The product is [C:1]([O:4][CH2:5][C:6]1[C:7]([N:21]2[CH2:33][CH2:32][N:24]3[C:25]4[CH2:26][CH2:27][CH2:28][CH2:29][C:30]=4[CH:31]=[C:23]3[C:22]2=[O:34])=[N:8][CH:9]=[CH:10][C:11]=1[C:36]1[CH:37]=[C:38]([NH:44][C:45]2[CH:53]=[C:48]3[CH2:49][O:50][CH2:51][CH2:52][N:47]3[N:46]=2)[C:39](=[O:43])[N:40]([CH3:42])[CH:41]=1)(=[O:3])[CH3:2]. The reactants are [C:1]([O:4][CH2:5][C:6]1[C:7]([N:21]2[CH2:33][CH2:32][N:24]3[C:25]4[CH2:26][CH2:27][CH2:28][CH2:29][C:30]=4[CH:31]=[C:23]3[C:22]2=[O:34])=[N:8][CH:9]=[CH:10][C:11]=1B1OC(C)(C)C(C)(C)O1)(=[O:3])[CH3:2].Br[C:36]1[CH:37]=[C:38]([NH:44][C:45]2[CH:53]=[C:48]3[CH2:49][O:50][CH2:51][CH2:52][N:47]3[N:46]=2)[C:39](=[O:43])[N:40]([CH3:42])[CH:41]=1.